Dataset: Reaction yield outcomes from USPTO patents with 853,638 reactions. Task: Predict the reaction yield, written as a fraction of the theoretical maximum amount of product (1.0 means a 100% yield; for example, 0.34 means a 34% yield). (1) The reactants are [CH:1]([O:4][C:5]1[CH:6]=[C:7]([OH:15])[CH:8]=[C:9]([O:11][CH:12]([CH3:14])[CH3:13])[CH:10]=1)([CH3:3])[CH3:2].C(N(CC)C(C)C)(C)C.[F:25][C:26]([F:39])([F:38])[S:27](O[S:27]([C:26]([F:39])([F:38])[F:25])(=[O:29])=[O:28])(=[O:29])=[O:28]. The catalyst is C(Cl)Cl.[Cl-].[Na+].O. The product is [F:25][C:26]([F:39])([F:38])[S:27]([O:15][C:7]1[CH:6]=[C:5]([O:4][CH:1]([CH3:3])[CH3:2])[CH:10]=[C:9]([O:11][CH:12]([CH3:14])[CH3:13])[CH:8]=1)(=[O:29])=[O:28]. The yield is 0.940. (2) The reactants are [CH:1]1([O:6][N:7]2C(=O)C3C(=CC=CC=3)C2=O)[CH2:5][CH2:4][CH2:3][CH2:2]1.NN.[CH3:20][O:21][C:22]1[CH:27]=[CH:26][C:25]([S:28](Cl)(=[O:30])=[O:29])=[CH:24][CH:23]=1.C(N(CC)C(C)C)(C)C. The catalyst is O1CCCC1. The product is [CH:1]1([O:6][NH:7][S:28]([C:25]2[CH:24]=[CH:23][C:22]([O:21][CH3:20])=[CH:27][CH:26]=2)(=[O:30])=[O:29])[CH2:2][CH2:3][CH2:4][CH2:5]1. The yield is 0.790. (3) The catalyst is O1CCOCC1.C([O-])(=O)C.[Pd+2].C([O-])(=O)C.C(Cl)(Cl)Cl.O. The reactants are FC(F)(F)S(O[C:7]1[CH:16]=[C:15]2[C:10]([CH:11]=[CH:12][C:13](=[O:24])[N:14]2[C:17]2[CH:22]=[CH:21][CH:20]=[CH:19][C:18]=2[Cl:23])=[C:9]([C:25]2[CH:30]=[CH:29][CH:28]=[CH:27][C:26]=2[Cl:31])[CH:8]=1)(=O)=O.[NH2:34][CH:35]([CH2:38][OH:39])[CH2:36][OH:37].C1C=CC(P(C2C(C3C(P(C4C=CC=CC=4)C4C=CC=CC=4)=CC=C4C=3C=CC=C4)=C3C(C=CC=C3)=CC=2)C2C=CC=CC=2)=CC=1.C(=O)([O-])[O-].[Cs+].[Cs+]. The yield is 0.160. The product is [Cl:23][C:18]1[CH:19]=[CH:20][CH:21]=[CH:22][C:17]=1[N:14]1[C:15]2[C:10](=[C:9]([C:25]3[CH:30]=[CH:29][CH:28]=[CH:27][C:26]=3[Cl:31])[CH:8]=[C:7]([NH:34][CH:35]([CH2:38][OH:39])[CH2:36][OH:37])[CH:16]=2)[CH:11]=[CH:12][C:13]1=[O:24]. (4) The reactants are [NH2:1][C:2]1[C:7]2[C:8]([C:11]3[CH:16]=[CH:15][C:14]([O:17][C:18]4[CH:23]=[CH:22][CH:21]=[CH:20][CH:19]=4)=[CH:13][CH:12]=3)=[CH:9][S:10][C:6]=2[C:5](/[CH:24]=[CH:25]/[C:26]([O:28]C(C)(C)C)=[O:27])=[CH:4][N:3]=1.C1(C)C=CC=CC=1. The catalyst is ClCCl.FC(F)(F)C(O)=O. The product is [NH2:1][C:2]1[C:7]2[C:8]([C:11]3[CH:12]=[CH:13][C:14]([O:17][C:18]4[CH:23]=[CH:22][CH:21]=[CH:20][CH:19]=4)=[CH:15][CH:16]=3)=[CH:9][S:10][C:6]=2[C:5](/[CH:24]=[CH:25]/[C:26]([OH:28])=[O:27])=[CH:4][N:3]=1. The yield is 1.00.